Predict the reaction yield, written as a fraction of the theoretical maximum amount of product (1.0 means a 100% yield; for example, 0.34 means a 34% yield). From a dataset of Reaction yield outcomes from USPTO patents with 853,638 reactions. (1) The reactants are [C:1]1([CH:7]([O:10][CH2:11][CH2:12][O:13][Si](C)(C)C)[C:8]#[N:9])[CH:6]=[CH:5][CH:4]=[CH:3][CH:2]=1.Cl. No catalyst specified. The product is [NH2:9][CH2:8][CH:7]([C:1]1[CH:6]=[CH:5][CH:4]=[CH:3][CH:2]=1)[O:10][CH2:11][CH2:12][OH:13]. The yield is 0.895. (2) The reactants are [Cl:1][C:2]1[C:3]([F:32])=[C:4]([CH:29]=[CH:30][CH:31]=1)[NH:5][C:6]1[C:15]2[C:10](=[CH:11][C:12]([O:27][CH3:28])=[C:13]([O:16][CH2:17][C@@H:18]3[CH2:22][CH2:21][CH2:20][N:19]3[C:23](=[O:26])[CH2:24]Cl)[CH:14]=2)[N:9]=[CH:8][N:7]=1.[NH:33]1[CH2:37][CH2:36][CH2:35][CH2:34]1. No catalyst specified. The product is [Cl:1][C:2]1[C:3]([F:32])=[C:4]([CH:29]=[CH:30][CH:31]=1)[NH:5][C:6]1[C:15]2[C:10](=[CH:11][C:12]([O:27][CH3:28])=[C:13]([O:16][CH2:17][C@@H:18]3[CH2:22][CH2:21][CH2:20][N:19]3[C:23](=[O:26])[CH2:24][N:33]3[CH2:37][CH2:36][CH2:35][CH2:34]3)[CH:14]=2)[N:9]=[CH:8][N:7]=1. The yield is 0.500.